Dataset: Full USPTO retrosynthesis dataset with 1.9M reactions from patents (1976-2016). Task: Predict the reactants needed to synthesize the given product. (1) Given the product [CH3:18][C:8]1[CH:13]=[CH:12][C:11]([S:14]([O:5][CH2:4][CH2:3][C:2]([F:7])([F:6])[F:1])(=[O:16])=[O:15])=[CH:10][CH:9]=1, predict the reactants needed to synthesize it. The reactants are: [F:1][C:2]([F:7])([F:6])[CH2:3][CH2:4][OH:5].[C:8]1([CH3:18])[CH:13]=[CH:12][C:11]([S:14](Cl)(=[O:16])=[O:15])=[CH:10][CH:9]=1. (2) The reactants are: [Cl:1][C:2]1[CH:7]=[CH:6][C:5]([C:8]2[CH:13]=[CH:12][C:11]([CH3:14])=[C:10]([CH2:15][C:16]([NH:18][C:19]3[N:20]=[CH:21][S:22][C:23]=3[C:24]([O:26][CH3:27])=[O:25])=[O:17])[CH:9]=2)=[CH:4][CH:3]=1.C(=O)([O-])[O-].[Cs+].[Cs+].[I-].[Na+].[CH2:36](Br)[C:37]#[CH:38]. Given the product [Cl:1][C:2]1[CH:7]=[CH:6][C:5]([C:8]2[CH:13]=[CH:12][C:11]([CH3:14])=[C:10]([CH2:15][C:16]([N:18]([CH2:38][C:37]#[CH:36])[C:19]3[N:20]=[CH:21][S:22][C:23]=3[C:24]([O:26][CH3:27])=[O:25])=[O:17])[CH:9]=2)=[CH:4][CH:3]=1, predict the reactants needed to synthesize it. (3) Given the product [CH2:6]([C@H:5]([NH:13][C:14](=[O:20])[O:15][C:16]([CH3:17])([CH3:18])[CH3:19])[C@@H:4]([OH:21])[CH2:3][C@H:2]([NH:1][C:41](=[O:42])[C@@H:40]([NH:39][C:37]([O:36][CH3:35])=[O:38])[C:44]([CH3:47])([CH3:46])[CH3:45])[CH2:22][C:23]1[CH:28]=[CH:27][C:26]([C:29]2[CH:34]=[CH:33][CH:32]=[CH:31][N:30]=2)=[CH:25][CH:24]=1)[C:7]1[CH:8]=[CH:9][CH:10]=[CH:11][CH:12]=1, predict the reactants needed to synthesize it. The reactants are: [NH2:1][C@H:2]([CH2:22][C:23]1[CH:28]=[CH:27][C:26]([C:29]2[CH:34]=[CH:33][CH:32]=[CH:31][N:30]=2)=[CH:25][CH:24]=1)[CH2:3][C@H:4]([OH:21])[C@@H:5]([NH:13][C:14](=[O:20])[O:15][C:16]([CH3:19])([CH3:18])[CH3:17])[CH2:6][C:7]1[CH:12]=[CH:11][CH:10]=[CH:9][CH:8]=1.[CH3:35][O:36][C:37]([NH:39][C@@H:40]([C:44]([CH3:47])([CH3:46])[CH3:45])[C:41](O)=[O:42])=[O:38].CCOP(ON1N=NC2C=CC=CC=2C1=O)(OCC)=O.C(N(CC)C(C)C)(C)C.